The task is: Predict the product of the given reaction.. This data is from Forward reaction prediction with 1.9M reactions from USPTO patents (1976-2016). (1) The product is: [CH3:5][O:6][C:7]1[CH:8]=[CH:9][C:10]2[N:15]=[CH:14][C:13](=[O:16])[N:12]([CH2:17][CH2:18][CH2:19][NH:22][C@@H:23]3[CH2:27][N:26]([C:28]4[CH:29]=[CH:30][C:31]5[O:32][CH2:33][C:34](=[O:38])[NH:35][C:36]=5[N:37]=4)[C:25](=[O:39])[CH2:24]3)[C:11]=2[N:21]=1. Given the reactants C(O)(=O)C.[CH3:5][O:6][C:7]1[CH:8]=[CH:9][C:10]2[N:15]=[CH:14][C:13](=[O:16])[N:12]([CH2:17][CH2:18][CH:19]=O)[C:11]=2[N:21]=1.[NH2:22][C@@H:23]1[CH2:27][N:26]([C:28]2[CH:29]=[CH:30][C:31]3[O:32][CH2:33][C:34](=[O:38])[NH:35][C:36]=3[N:37]=2)[C:25](=[O:39])[CH2:24]1.C(O[BH-](OC(=O)C)OC(=O)C)(=O)C.[Na+].C(=O)([O-])O.[Na+], predict the reaction product. (2) Given the reactants [CH3:1][N:2]([CH3:27])[CH2:3][CH2:4][O:5][C:6]1[CH:7]=[C:8]2[C:13](=[CH:14][CH:15]=1)[CH:12]=[C:11]([C:16]([C:18]1[CH:19]=[C:20]([CH:23]=[CH:24][C:25]=1F)[C:21]#[N:22])=O)[CH:10]=[CH:9]2.O.[NH2:29][NH2:30], predict the reaction product. The product is: [CH3:1][N:2]([CH3:27])[CH2:3][CH2:4][O:5][C:6]1[CH:7]=[C:8]2[C:13](=[CH:14][CH:15]=1)[CH:12]=[C:11]([C:16]1[C:18]3[C:25](=[CH:24][CH:23]=[C:20]([C:21]#[N:22])[CH:19]=3)[NH:30][N:29]=1)[CH:10]=[CH:9]2.